Task: Predict the reactants needed to synthesize the given product.. Dataset: Full USPTO retrosynthesis dataset with 1.9M reactions from patents (1976-2016) (1) Given the product [Cl:21][C:6]1[CH:7]=[C:8]([C:18](=[O:20])[CH3:19])[CH:9]=[CH:10][C:11]=1[CH:12]1[CH2:17][CH2:16][CH2:15][CH2:14][CH2:13]1, predict the reactants needed to synthesize it. The reactants are: N([O-])=O.[Na+].N[C:6]1[CH:7]=[C:8]([C:18](=[O:20])[CH3:19])[CH:9]=[CH:10][C:11]=1[CH:12]1[CH2:17][CH2:16][CH2:15][CH2:14][CH2:13]1.[ClH:21]. (2) Given the product [CH:1]1([C:7]2[C:8]([C:16]3[CH:21]=[CH:20][CH:19]=[CH:18][CH:17]=3)=[N:9][C:10]3[C:15]=2[CH:14]=[CH:13][N:12]([CH2:23][C:24]2[O:28][N:27]=[C:26]([C:29]4[CH:34]=[CH:33][C:32]([F:35])=[CH:31][C:30]=4[C:36]([F:39])([F:37])[F:38])[CH:25]=2)[CH:11]=3)[CH2:2][CH2:3][CH2:4][CH2:5][CH2:6]1, predict the reactants needed to synthesize it. The reactants are: [CH:1]1([C:7]2[C:15]3[C:10](=[CH:11][N:12]=[CH:13][CH:14]=3)[NH:9][C:8]=2[C:16]2[CH:21]=[CH:20][CH:19]=[CH:18][CH:17]=2)[CH2:6][CH2:5][CH2:4][CH2:3][CH2:2]1.Cl[CH2:23][C:24]1[O:28][N:27]=[C:26]([C:29]2[CH:34]=[CH:33][C:32]([F:35])=[CH:31][C:30]=2[C:36]([F:39])([F:38])[F:37])[CH:25]=1.[OH-].[Na+].C(N(CC)CC)C. (3) Given the product [C:1]([C:3]([C:6]1[CH:7]=[C:8]([CH:12]=[CH:13][CH:14]=1)[C:9]([NH:21][C:22]1[CH:23]=[C:24]([O:25][C:26]2[CH:27]=[CH:28][C:29]3[N:30]([CH:32]=[C:33]([NH:35][C:36]([CH:38]4[CH2:39][CH2:40]4)=[O:37])[N:34]=3)[N:31]=2)[CH:41]=[CH:42][C:43]=1[CH3:44])=[O:11])([CH3:4])[CH3:5])#[N:2], predict the reactants needed to synthesize it. The reactants are: [C:1]([C:3]([C:6]1[CH:7]=[C:8]([CH:12]=[CH:13][CH:14]=1)[C:9]([OH:11])=O)([CH3:5])[CH3:4])#[N:2].C(Cl)(=O)C(Cl)=O.[NH2:21][C:22]1[CH:23]=[C:24]([CH:41]=[CH:42][C:43]=1[CH3:44])[O:25][C:26]1[CH:27]=[CH:28][C:29]2[N:30]([CH:32]=[C:33]([NH:35][C:36]([CH:38]3[CH2:40][CH2:39]3)=[O:37])[N:34]=2)[N:31]=1.C(OC(C)C)(C)C. (4) Given the product [CH:1]1([N:7]2[CH2:13][C:12]([F:14])([F:15])[C:11](=[O:16])[N:10]([CH3:17])[C:9]3[CH:18]=[N:19][C:20]([NH:22][C:23]4[CH:31]=[CH:30][C:26]([C:27]([NH:58][N:59]5[CH2:64][CH2:63][N:62]([CH3:65])[CH2:61][CH2:60]5)=[O:29])=[CH:25][C:24]=4[O:32][CH3:33])=[N:21][C:8]2=3)[CH2:6][CH2:5][CH2:4][CH2:3][CH2:2]1, predict the reactants needed to synthesize it. The reactants are: [CH:1]1([N:7]2[CH2:13][C:12]([F:15])([F:14])[C:11](=[O:16])[N:10]([CH3:17])[C:9]3[CH:18]=[N:19][C:20]([NH:22][C:23]4[CH:31]=[CH:30][C:26]([C:27]([OH:29])=O)=[CH:25][C:24]=4[O:32][CH3:33])=[N:21][C:8]2=3)[CH2:6][CH2:5][CH2:4][CH2:3][CH2:2]1.CN(C(ON1N=NC2C=CC=NC1=2)=[N+](C)C)C.F[P-](F)(F)(F)(F)F.[NH2:58][N:59]1[CH2:64][CH2:63][N:62]([CH3:65])[CH2:61][CH2:60]1.